Dataset: Forward reaction prediction with 1.9M reactions from USPTO patents (1976-2016). Task: Predict the product of the given reaction. (1) Given the reactants [CH:1]([C:3]1[N:8]=[C:7]2[N:9]([CH2:20][C:21]([F:24])([F:23])[F:22])[C:10]([NH:12][C:13](=[O:19])[CH2:14][C:15]([CH3:18])([CH3:17])[CH3:16])=[N:11][C:6]2=[CH:5][CH:4]=1)=[O:2].[BH4-].[Na+], predict the reaction product. The product is: [OH:2][CH2:1][C:3]1[N:8]=[C:7]2[N:9]([CH2:20][C:21]([F:22])([F:23])[F:24])[C:10]([NH:12][C:13](=[O:19])[CH2:14][C:15]([CH3:18])([CH3:17])[CH3:16])=[N:11][C:6]2=[CH:5][CH:4]=1. (2) Given the reactants [Cl:1][C:2]1[CH:7]=[CH:6][CH:5]=[CH:4][C:3]=1[N:8]1[CH:12]=[C:11]([CH:13]=[O:14])[C:10]([CH3:15])=[N:9]1.[CH:16]1([Mg]Br)[CH2:21][CH2:20][CH2:19][CH2:18][CH2:17]1, predict the reaction product. The product is: [CH:16]1([CH:13]([C:11]2[C:10]([CH3:15])=[N:9][N:8]([C:3]3[CH:4]=[CH:5][CH:6]=[CH:7][C:2]=3[Cl:1])[CH:12]=2)[OH:14])[CH2:21][CH2:20][CH2:19][CH2:18][CH2:17]1. (3) Given the reactants [CH3:1][O:2][C:3]1[C:4]([N+:23]([O-:25])=[O:24])=[C:5](OS(C(F)(F)F)(=O)=O)[CH:6]=[C:7]([N:9]2[CH2:14][CH2:13][O:12][CH2:11][CH2:10]2)[CH:8]=1.P([O-])([O-])([O-])=O.[K+].[K+].[K+].[C:34](B1OC(C)(C)C(C)(C)O1)([CH3:36])=[CH2:35], predict the reaction product. The product is: [C:34]([C:5]1[CH:6]=[C:7]([N:9]2[CH2:14][CH2:13][O:12][CH2:11][CH2:10]2)[CH:8]=[C:3]([O:2][CH3:1])[C:4]=1[N+:23]([O-:25])=[O:24])([CH3:36])=[CH2:35]. (4) Given the reactants Cl[C:2]1[N:11]=[C:10]([NH:12][CH2:13][C:14]2[CH:19]=[CH:18][C:17]([NH:20][C:21](=[O:29])[C:22]3[CH:27]=[CH:26][C:25](F)=[CH:24][CH:23]=3)=[CH:16][CH:15]=2)[C:9]2[C:4](=[CH:5][C:6]([CH3:30])=[CH:7][CH:8]=2)[N:3]=1.[OH:31][CH2:32][CH2:33][CH:34]1[CH2:39][CH2:38][CH2:37][CH2:36][NH:35]1, predict the reaction product. The product is: [OH:31][CH2:32][CH2:33][CH:34]1[CH2:39][CH2:38][CH2:37][CH2:36][N:35]1[C:2]1[N:11]=[C:10]([NH:12][CH2:13][C:14]2[CH:19]=[CH:18][C:17]([NH:20][C:21](=[O:29])[C:22]3[CH:27]=[CH:26][CH:25]=[CH:24][CH:23]=3)=[CH:16][CH:15]=2)[C:9]2[C:4](=[CH:5][C:6]([CH3:30])=[CH:7][CH:8]=2)[N:3]=1. (5) Given the reactants Cl[C:2]1[C:11]2[C:6](=[CH:7][CH:8]=[C:9]([Cl:12])[N:10]=2)[N:5]=[CH:4][C:3]=1[C:13](=[O:15])[CH3:14].[CH3:16][N:17]1[CH2:22][CH2:21][CH:20]([NH2:23])[CH2:19][CH2:18]1, predict the reaction product. The product is: [Cl:12][C:9]1[N:10]=[C:11]2[C:6](=[CH:7][CH:8]=1)[N:5]=[CH:4][C:3]([C:13](=[O:15])[CH3:14])=[C:2]2[NH:23][CH:20]1[CH2:21][CH2:22][N:17]([CH3:16])[CH2:18][CH2:19]1. (6) The product is: [CH2:45]([C:50]1[CH:51]=[CH:52][C:53]([CH2:54][NH:55][C:38](=[O:40])[C:37]2[CH:41]=[CH:42][CH:43]=[N:44][C:36]=2[NH2:35])=[CH:56][CH:57]=1)[CH2:46][CH2:47][CH2:48][CH3:49]. Given the reactants CN([P+](ON1N=NC2C=CC=CC1=2)(N(C)C)N(C)C)C.F[P-](F)(F)(F)(F)F.C(N(CC)CC)C.[NH2:35][C:36]1[N:44]=[CH:43][CH:42]=[CH:41][C:37]=1[C:38]([OH:40])=O.[CH2:45]([C:50]1[CH:57]=[CH:56][C:53]([CH2:54][NH2:55])=[CH:52][CH:51]=1)[CH2:46][CH2:47][CH2:48][CH3:49], predict the reaction product. (7) Given the reactants [CH3:1][N:2]1[CH2:7][CH2:6][CH:5]([O:8][C:9]2[N:14]=[C:13]([C:15]#[N:16])[CH:12]=[CH:11][CH:10]=2)[CH2:4][CH2:3]1, predict the reaction product. The product is: [CH3:1][N:2]1[CH2:3][CH2:4][CH:5]([O:8][C:9]2[N:14]=[C:13]([CH2:15][NH2:16])[CH:12]=[CH:11][CH:10]=2)[CH2:6][CH2:7]1. (8) Given the reactants [Si:1]([C:8]#[C:9][C:10]#[C:11][C:12]#[C:13][C:14]#[C:15][C:16]#[C:17][C:18]#[C:19][C:19]#[C:18][C:17]#[C:16][C:15]#[C:14][C:13]#[C:12][C:11]#[C:10][C:9]#[C:8][Si:1]([CH2:6][CH3:7])([CH2:2][CH3:3])[CH2:4][CH3:5])([CH2:6][CH3:7])([CH2:4][CH3:5])[CH2:2][CH3:3].C#CC#CC#CC#CC#CC#CC#CC#CC#CC#CC#CC#C, predict the reaction product. The product is: [Si:1]([C:8]#[C:9][C:10]#[C:11][C:12]#[C:13][C:14]#[C:15][C:16]#[C:17][C:18]#[CH:19])([CH2:6][CH3:7])([CH2:4][CH3:5])[CH2:2][CH3:3]. (9) Given the reactants [C:1]([O-])([O-])=O.[K+].[K+].[Br:7][C:8]1[CH:13]=[CH:12][CH:11]=[C:10]([N+:14]([O-:16])=[O:15])[C:9]=1[OH:17], predict the reaction product. The product is: [CH3:1][O:17][C:9]1[C:10]([N+:14]([O-:16])=[O:15])=[CH:11][CH:12]=[CH:13][C:8]=1[Br:7]. (10) Given the reactants N1C=CC=CC=1.[F:7]N1N=C(F)C=C(F)N1.[Cl:16][C:17]1[CH:25]=[CH:24][C:20]([C:21](O)=[O:22])=[C:19]([NH:26][CH2:27][CH3:28])[N:18]=1, predict the reaction product. The product is: [Cl:16][C:17]1[CH:25]=[CH:24][C:20]([C:21]([F:7])=[O:22])=[C:19]([NH:26][CH2:27][CH3:28])[N:18]=1.